From a dataset of Catalyst prediction with 721,799 reactions and 888 catalyst types from USPTO. Predict which catalyst facilitates the given reaction. Reactant: [CH2:1]([C:3]1[CH:8]=[CH:7][CH:6]=[C:5]([CH2:9][CH3:10])[C:4]=1[N:11]=[C:12]([C:14]1[CH:19]=[CH:18][CH:17]=[C:16]([C:20](=O)[CH3:21])[N:15]=1)[CH3:13])[CH3:2].[C-:23]1([NH2:28])[CH:27]=[CH:26][CH:25]=[CH:24]1.[CH-:29]1[CH:33]=[CH:32][CH:31]=[CH:30]1.[Fe+2:34]. Product: [CH2:1]([C:3]1[CH:8]=[CH:7][CH:6]=[C:5]([CH2:9][CH3:10])[C:4]=1[N:11]=[C:12]([C:14]1[CH:19]=[CH:18][CH:17]=[C:16]([C:20](=[N:28][C-:23]2[CH:27]=[CH:26][CH:25]=[CH:24]2)[CH3:21])[N:15]=1)[CH3:13])[CH3:2].[CH-:29]1[CH:33]=[CH:32][CH:31]=[CH:30]1.[Fe+2:34]. The catalyst class is: 11.